From a dataset of Reaction yield outcomes from USPTO patents with 853,638 reactions. Predict the reaction yield, written as a fraction of the theoretical maximum amount of product (1.0 means a 100% yield; for example, 0.34 means a 34% yield). (1) The reactants are NC1C=CC=CC=1O.[CH3:9][C:10]1[C@@H:15]([OH:16])[CH2:14][CH:13]([C:17]([CH3:19])=[CH2:18])[CH2:12][CH:11]=1. The catalyst is CCCCCCCC([O-])=O.CCCCCCCC([O-])=O.[Zn+2]. The product is [CH3:9][C:10]1[C:15](=[O:16])[CH2:14][CH:13]([C:17]([CH3:19])=[CH2:18])[CH2:12][CH:11]=1. The yield is 0.0800. (2) The reactants are [CH2:1]([O:3][C:4](=[O:21])[CH:5]([C:12]1[CH:17]=[CH:16][C:15]([N+:18]([O-])=O)=[CH:14][CH:13]=1)[CH2:6][CH:7]1[CH2:11][CH2:10][CH2:9][CH2:8]1)[CH3:2]. The catalyst is C(OCC)(=O)C.[Pd]. The product is [CH2:1]([O:3][C:4](=[O:21])[CH:5]([C:12]1[CH:17]=[CH:16][C:15]([NH2:18])=[CH:14][CH:13]=1)[CH2:6][CH:7]1[CH2:8][CH2:9][CH2:10][CH2:11]1)[CH3:2]. The yield is 0.533. (3) The reactants are Br[C:2]1[CH:3]=[C:4]([C:8]2[N:12]([CH3:13])[C:11]3[CH:14]=[CH:15][CH:16]=[CH:17][C:10]=3[N:9]=2)[CH:5]=[CH:6][CH:7]=1.[NH:18]1[CH2:23][CH2:22][CH:21]([C:24]([OH:26])=[O:25])[CH2:20][CH2:19]1.C(=O)([O-])[O-].[Cs+].[Cs+].[CH:33]1C=CC(P(C2C(C3C(P(C4C=CC=CC=4)C4C=CC=CC=4)=CC=C4C=3C=CC=C4)=C3C(C=CC=C3)=CC=2)C2C=CC=CC=2)=C[CH:38]=1. The catalyst is C(OCC)(=O)C.C([O-])(=O)C.[Pd+2].C([O-])(=O)C.C1(C)C=CC=CC=1. The product is [CH2:33]([O:25][C:24]([CH:21]1[CH2:22][CH2:23][N:18]([C:2]2[CH:7]=[CH:6][CH:5]=[C:4]([C:8]3[N:12]([CH3:13])[C:11]4[CH:14]=[CH:15][CH:16]=[CH:17][C:10]=4[N:9]=3)[CH:3]=2)[CH2:19][CH2:20]1)=[O:26])[CH3:38]. The yield is 0.550. (4) The reactants are [CH3:1][O:2][C:3]([C:5]1([C:9]2[CH:14]=[CH:13][C:12]([N+:15]([O-])=O)=[CH:11][CH:10]=2)[CH2:8][CH2:7][CH2:6]1)=[O:4].O.O.[Sn](Cl)Cl.[OH-].[Na+]. The catalyst is C(O)C. The product is [CH3:1][O:2][C:3]([C:5]1([C:9]2[CH:10]=[CH:11][C:12]([NH2:15])=[CH:13][CH:14]=2)[CH2:6][CH2:7][CH2:8]1)=[O:4]. The yield is 0.900.